Task: Regression/Classification. Given a drug SMILES string, predict its absorption, distribution, metabolism, or excretion properties. Task type varies by dataset: regression for continuous measurements (e.g., permeability, clearance, half-life) or binary classification for categorical outcomes (e.g., BBB penetration, CYP inhibition). Dataset: rlm.. Dataset: Rat liver microsome stability data (1) The drug is O=C(Cc1cccc(OC(F)(F)F)c1)Nc1ccc(CCCCc2nnc(NC(=O)Cc3ccccn3)s2)nn1. The result is 1 (stable in rat liver microsomes). (2) The molecule is Cc1ccc(-c2cc(C(=O)Nc3ccc(-n4cccn4)cc3)c3ccccc3n2)cc1C. The result is 1 (stable in rat liver microsomes). (3) The drug is CNC(=O)[C@@H](NC(=O)c1csc(-c2ccc(CSc3nc(O)c4c(n3)CCC4)nc2)n1)C(C)C. The result is 1 (stable in rat liver microsomes). (4) The compound is C=C(c1ccc2c(c1)c1ccccc1n2C)c1cc(C)nc2ccccc12. The result is 0 (unstable in rat liver microsomes). (5) The drug is CCCCCn1c(=O)[nH]c2cc(C(=O)NCCCN3CCC(C)CC3)ccc2c1=O. The result is 1 (stable in rat liver microsomes). (6) The molecule is CC(=O)c1cccc(-c2csc3ncnc(Sc4nnnn4C)c23)c1. The result is 1 (stable in rat liver microsomes).